This data is from Peptide-MHC class II binding affinity with 134,281 pairs from IEDB. The task is: Regression. Given a peptide amino acid sequence and an MHC pseudo amino acid sequence, predict their binding affinity value. This is MHC class II binding data. (1) The peptide sequence is NVEGSYEGAYAPVLQDFRSL. The MHC is DRB1_1104 with pseudo-sequence DRB1_1104. The binding affinity (normalized) is 0. (2) The peptide sequence is KMYFNLIDTKCYKLEHPV. The MHC is DRB1_0701 with pseudo-sequence DRB1_0701. The binding affinity (normalized) is 0.574. (3) The binding affinity (normalized) is 0.216. The peptide sequence is MAKKGGEAMDTISVF. The MHC is DRB1_0301 with pseudo-sequence DRB1_0301.